Task: Predict the product of the given reaction.. Dataset: Forward reaction prediction with 1.9M reactions from USPTO patents (1976-2016) (1) Given the reactants [OH:1][C:2]1[CH:10]=[CH:9][CH:8]=[C:4]([C:5]([OH:7])=[O:6])[C:3]=1[NH2:11].[F:12][C:13]1[CH:21]=[CH:20][C:16]([C:17](Cl)=[O:18])=[CH:15][CH:14]=1.C(Cl)(=O)C(Cl)=O.CN([CH:31]=[O:32])C, predict the reaction product. The product is: [F:12][C:13]1[CH:21]=[CH:20][C:16]([C:17]2[O:1][C:2]3[C:3](=[C:4]([C:5]([OH:7])=[O:6])[CH:8]=[CH:9][CH:10]=3)[N:11]=2)=[CH:15][CH:14]=1.[F:12][C:13]1[CH:21]=[CH:20][C:16]([C:17]2[O:18][C:2]3[C:3](=[C:4]([C:5]([O:32][CH3:31])=[O:6])[CH:8]=[CH:9][CH:10]=3)[N:11]=2)=[CH:15][CH:14]=1. (2) Given the reactants [CH3:1][C:2]1[CH:7]=[CH:6][CH:5]=[C:4]([CH2:8][C@@H:9](N)[C:10]([OH:12])=[O:11])[CH:3]=1.Cl.C(O)(=[O:17])C.N([O-])=O.[Na+], predict the reaction product. The product is: [OH:17][C@H:9]([CH2:8][C:4]1[CH:5]=[CH:6][CH:7]=[C:2]([CH3:1])[CH:3]=1)[C:10]([OH:12])=[O:11]. (3) Given the reactants [NH2:1][C:2](=O)[C@@H:3]([NH:5][C:6](=[O:12])[O:7][C:8]([CH3:11])([CH3:10])[CH3:9])[CH3:4].N1C(Cl)=NC(Cl)=NC=1Cl.O, predict the reaction product. The product is: [C:2]([C@@H:3]([NH:5][C:6](=[O:12])[O:7][C:8]([CH3:11])([CH3:10])[CH3:9])[CH3:4])#[N:1]. (4) The product is: [C:10]1([CH3:13])[CH:11]=[CH:12][C:7]([N:6]2[C:5]3[CH:14]=[CH:15][CH:16]=[CH:17][C:4]=3[N:3]=[C:2]2[NH:18][CH2:19][CH2:20][CH2:21][N:22]2[CH2:27][CH2:26][CH:25]([C:28]3[CH:29]=[C:30]([NH:34][C:35](=[O:37])[CH3:36])[CH:31]=[CH:32][CH:33]=3)[CH2:24][CH2:23]2)=[CH:8][CH:9]=1. Given the reactants Cl[C:2]1[N:6]([C:7]2[CH:12]=[CH:11][C:10]([CH3:13])=[CH:9][CH:8]=2)[C:5]2[CH:14]=[CH:15][CH:16]=[CH:17][C:4]=2[N:3]=1.[NH2:18][CH2:19][CH2:20][CH2:21][N:22]1[CH2:27][CH2:26][CH:25]([C:28]2[CH:29]=[C:30]([NH:34][C:35](=[O:37])[CH3:36])[CH:31]=[CH:32][CH:33]=2)[CH2:24][CH2:23]1, predict the reaction product. (5) Given the reactants Cl.[Cl:2][CH2:3][CH2:4][CH2:5][NH2:6].C([O-])([O-])=O.[K+].[K+].[C:13]([C:17]([C:20]([C:23]([C:26]([C:29]([CH2:32][CH2:33][S:34](Cl)(=[O:36])=[O:35])([F:31])[F:30])([F:28])[F:27])([F:25])[F:24])([F:22])[F:21])([F:19])[F:18])([F:16])([F:15])[F:14], predict the reaction product. The product is: [C:13]([C:17]([C:20]([C:23]([C:26]([C:29]([CH2:32][CH2:33][S:34]([NH:6][CH2:5][CH2:4][CH2:3][Cl:2])(=[O:36])=[O:35])([F:30])[F:31])([F:28])[F:27])([F:25])[F:24])([F:22])[F:21])([F:19])[F:18])([F:16])([F:15])[F:14]. (6) Given the reactants [NH2:1][C:2]1[N:7]=[C:6]([NH:8][CH2:9][C:10]2[CH:15]=[CH:14][CH:13]=[CH:12][C:11]=2[Br:16])[C:5]([C:17]#[N:18])=[C:4]([C:19]2[O:20][CH:21]=[CH:22][CH:23]=2)[N:3]=1.[Br:24]N1C(=O)CCC1=O, predict the reaction product. The product is: [NH2:1][C:2]1[N:7]=[C:6]([NH:8][CH2:9][C:10]2[CH:15]=[CH:14][CH:13]=[CH:12][C:11]=2[Br:16])[C:5]([C:17]#[N:18])=[C:4]([C:19]2[O:20][C:21]([Br:24])=[CH:22][CH:23]=2)[N:3]=1.